The task is: Predict the reactants needed to synthesize the given product.. This data is from Full USPTO retrosynthesis dataset with 1.9M reactions from patents (1976-2016). (1) Given the product [Cl:1][C:2]1[C:7]([C:8]2[C:19](=[O:20])[N:18]([CH3:21])[C:11]3[N:12]=[C:13]([NH:37][CH3:36])[N:14]=[CH:15][C:10]=3[CH:9]=2)=[CH:6][C:5]([NH:22][C:23]([NH:25][C:26]2[O:30][N:29]=[C:28]([C:31]([F:34])([F:33])[F:32])[CH:27]=2)=[O:24])=[C:4]([F:35])[CH:3]=1, predict the reactants needed to synthesize it. The reactants are: [Cl:1][C:2]1[C:7]([C:8]2[C:19](=[O:20])[N:18]([CH3:21])[C:11]3[N:12]=[C:13](SC)[N:14]=[CH:15][C:10]=3[CH:9]=2)=[CH:6][C:5]([NH:22][C:23]([NH:25][C:26]2[O:30][N:29]=[C:28]([C:31]([F:34])([F:33])[F:32])[CH:27]=2)=[O:24])=[C:4]([F:35])[CH:3]=1.[CH3:36][NH2:37]. (2) Given the product [CH2:1]([N:8]1[C:17]2[CH:18]=[C:19]([O:44][CH2:43][C@@H:38]([NH:37][C:30](=[O:31])[O:32][C:33]([CH3:34])([CH3:36])[CH3:35])[CH2:39][CH:40]([CH3:42])[CH3:41])[CH:20]=[CH:21][C:16]=2[C:15]2[C:10](=[CH:11][N:12]=[CH:13][CH:14]=2)[C:9]1=[O:23])[C:2]1[CH:7]=[CH:6][CH:5]=[CH:4][CH:3]=1, predict the reactants needed to synthesize it. The reactants are: [CH2:1]([N:8]1[C:17]2[CH:18]=[C:19](Cl)[CH:20]=[CH:21][C:16]=2[C:15]2[C:10](=[CH:11][N:12]=[CH:13][CH:14]=2)[C:9]1=[O:23])[C:2]1[CH:7]=[CH:6][CH:5]=[CH:4][CH:3]=1.C(=O)([O-])[O-].[Cs+].[Cs+].[C:30]([NH:37][C@H:38]([CH2:43][OH:44])[CH2:39][CH:40]([CH3:42])[CH3:41])([O:32][C:33]([CH3:36])([CH3:35])[CH3:34])=[O:31].